From a dataset of Catalyst prediction with 721,799 reactions and 888 catalyst types from USPTO. Predict which catalyst facilitates the given reaction. (1) Reactant: [CH:1]([S:3]([CH3:6])(=[O:5])=[O:4])=[CH2:2].[CH3:7][O:8][C:9]1[CH:10]=[C:11]([C:18]2[CH2:23][CH2:22][CH:21]([N:24]3[CH2:29][CH2:28][NH:27][CH2:26][CH2:25]3)[CH2:20][CH:19]=2)[CH:12]=[CH:13][C:14]=1[N+:15]([O-:17])=[O:16]. Product: [CH3:7][O:8][C:9]1[CH:10]=[C:11]([C:18]2[CH2:23][CH2:22][CH:21]([N:24]3[CH2:29][CH2:28][N:27]([CH2:2][CH2:1][S:3]([CH3:6])(=[O:5])=[O:4])[CH2:26][CH2:25]3)[CH2:20][CH:19]=2)[CH:12]=[CH:13][C:14]=1[N+:15]([O-:17])=[O:16]. The catalyst class is: 12. (2) Product: [F:5][C:6]1[CH:7]=[CH:8][C:9]([C:10]([N:15]2[CH2:20][CH2:19][O:18][CH2:17][CH2:16]2)=[O:12])=[CH:13][CH:14]=1. Reactant: C(Cl)CCl.[F:5][C:6]1[CH:14]=[CH:13][C:9]([C:10]([OH:12])=O)=[CH:8][CH:7]=1.[NH:15]1[CH2:20][CH2:19][O:18][CH2:17][CH2:16]1.C1C=CC2N(O)N=NC=2C=1. The catalyst class is: 338. (3) Reactant: [N:1]1([C:7]2[CH:15]=[CH:14][C:10]([C:11]([OH:13])=O)=[CH:9][CH:8]=2)[CH2:6][CH2:5][O:4][CH2:3][CH2:2]1.CN(C(ON1N=NC2C=CC=NC1=2)=[N+](C)C)C.F[P-](F)(F)(F)(F)F.CN1CCOCC1.[CH3:47][O:48][C:49]1[C:50]2[N:63]=[C:62]([NH2:64])[S:61][C:51]=2[C:52]([N:55]2[CH2:60][CH2:59][O:58][CH2:57][CH2:56]2)=[N:53][CH:54]=1. Product: [CH3:47][O:48][C:49]1[C:50]2[N:63]=[C:62]([NH:64][C:11](=[O:13])[C:10]3[CH:9]=[CH:8][C:7]([N:1]4[CH2:2][CH2:3][O:4][CH2:5][CH2:6]4)=[CH:15][CH:14]=3)[S:61][C:51]=2[C:52]([N:55]2[CH2:56][CH2:57][O:58][CH2:59][CH2:60]2)=[N:53][CH:54]=1. The catalyst class is: 1.